Dataset: Full USPTO retrosynthesis dataset with 1.9M reactions from patents (1976-2016). Task: Predict the reactants needed to synthesize the given product. (1) Given the product [NH2:9][C:8]1[C:7]2[C:2](=[CH:3][C:4]([O:18][CH3:19])=[C:5]([O:16][CH3:17])[C:6]=2[C:10]2[CH:15]=[CH:14][CH:13]=[CH:12][N:11]=2)[N:37]=[C:35]([N:29]2[CH2:28][CH2:27][C:26]3[C:31](=[CH:32][CH:33]=[CH:34][C:25]=3[NH:24][S:21]([CH3:20])(=[O:23])=[O:22])[CH2:30]2)[N:36]=1, predict the reactants needed to synthesize it. The reactants are: F[C:2]1[C:7]([C:8]#[N:9])=[C:6]([C:10]2[CH:15]=[CH:14][CH:13]=[CH:12][N:11]=2)[C:5]([O:16][CH3:17])=[C:4]([O:18][CH3:19])[CH:3]=1.[CH3:20][S:21]([NH:24][C:25]1[CH:34]=[CH:33][CH:32]=[C:31]2[C:26]=1[CH2:27][CH2:28][N:29]([C:35](=[NH:37])[NH2:36])[CH2:30]2)(=[O:23])=[O:22].C([O-])([O-])=O.[Cs+].[Cs+].CS(C)=O. (2) The reactants are: [CH3:1][O:2][C:3]1[CH:8]=[CH:7][C:6]([CH:9]([NH2:13])[CH2:10][CH2:11][CH3:12])=[CH:5][CH:4]=1.Cl.COC1C=CC(C(N)CCC)=CC=1.[CH:28]1[N:33]=[C:32](Cl)[C:31]2[N:35]=[CH:36][N:37]([C@@H:38]3[O:42][C@H:41]([CH2:43][OH:44])[C@@H:40]([OH:45])[C@H:39]3[OH:46])[C:30]=2[N:29]=1.C(N(CC)CC)C. Given the product [CH3:1][O:2][C:3]1[CH:8]=[CH:7][C:6]([CH:9]([NH:13][C:32]2[C:31]3[N:35]=[CH:36][N:37]([C:30]=3[N:29]=[CH:28][N:33]=2)[C@@H:38]2[O:42][C@H:41]([CH2:43][OH:44])[C@@H:40]([OH:45])[C@H:39]2[OH:46])[CH2:10][CH2:11][CH3:12])=[CH:5][CH:4]=1, predict the reactants needed to synthesize it. (3) Given the product [Cl:27][C:23]1[CH:22]=[C:21]([CH:9]([O:8][CH2:7][CH2:6][NH:5][C:3](=[O:4])[O:2][CH3:1])[CH2:10][CH2:11][NH:12][CH3:13])[CH:26]=[CH:25][CH:24]=1, predict the reactants needed to synthesize it. The reactants are: [CH3:1][O:2][C:3]([NH:5][CH2:6][CH2:7][O:8][CH:9]([C:21]1[CH:26]=[CH:25][CH:24]=[C:23]([Cl:27])[CH:22]=1)[CH2:10][CH2:11][N:12](C)[C:13](=O)OC(C)(C)C)=[O:4]. (4) Given the product [ClH:1].[C:27]1([N:25]2[CH:26]=[C:22]([CH2:21][N:10]([CH:11]3[C:20]4[N:19]=[CH:18][CH:17]=[CH:16][C:15]=4[CH2:14][CH2:13][CH2:12]3)[CH2:9][CH2:8][CH2:7][CH2:6][NH:5][CH2:48][C:43]3[CH:44]=[CH:45][CH:46]=[CH:47][N:42]=3)[N:23]=[N:24]2)[CH:32]=[CH:31][CH:30]=[CH:29][CH:28]=1, predict the reactants needed to synthesize it. The reactants are: [ClH:1].Cl.Cl.Cl.[NH2:5][CH2:6][CH2:7][CH2:8][CH2:9][N:10]([CH2:21][C:22]1[N:23]=[N:24][N:25]([C:27]2[CH:32]=[CH:31][CH:30]=[CH:29][CH:28]=2)[CH:26]=1)[CH:11]1[C:20]2[N:19]=[CH:18][CH:17]=[CH:16][C:15]=2[CH2:14][CH2:13][CH2:12]1.CCN(C(C)C)C(C)C.[N:42]1[CH:47]=[CH:46][CH:45]=[CH:44][C:43]=1[CH:48]=O.C(O[BH-](OC(=O)C)OC(=O)C)(=O)C.[Na+].C(=O)(O)[O-].[Na+].